Dataset: Full USPTO retrosynthesis dataset with 1.9M reactions from patents (1976-2016). Task: Predict the reactants needed to synthesize the given product. Given the product [CH2:1]([C:5]1[N:6]=[C:7]([CH:27]2[CH2:28][CH2:29]2)[N:8]([C:30]2[CH:35]=[CH:34][CH:33]=[CH:32][CH:31]=2)[C:9](=[O:26])[C:10]=1[CH2:11][C:12]1[CH:17]=[CH:16][C:15]([C:18]2[C:19]([C:24]#[N:25])=[CH:20][CH:21]=[CH:22][CH:23]=2)=[CH:14][CH:13]=1)[CH2:2][CH2:3][CH3:4], predict the reactants needed to synthesize it. The reactants are: [CH2:1]([C:5]1[N:6]=[C:7]([CH:27]2[CH2:29][CH2:28]2)[NH:8][C:9](=[O:26])[C:10]=1[CH2:11][C:12]1[CH:17]=[CH:16][C:15]([C:18]2[C:19]([C:24]#[N:25])=[CH:20][CH:21]=[CH:22][CH:23]=2)=[CH:14][CH:13]=1)[CH2:2][CH2:3][CH3:4].[C:30]1(B(O)O)[CH:35]=[CH:34][CH:33]=[CH:32][CH:31]=1.N1C=CC=CC=1.C(N(CC)CC)C.